Dataset: Catalyst prediction with 721,799 reactions and 888 catalyst types from USPTO. Task: Predict which catalyst facilitates the given reaction. (1) Reactant: [CH2:1]([S:3](Cl)(=[O:5])=[O:4])[CH3:2].Cl.[NH2:8][C:9]1[CH:38]=[CH:37][C:12]2[NH:13][C:14]([C:19]3[C:20](=[O:36])[C@:21]([CH3:35])([CH2:30][CH2:31][CH:32]([CH3:34])[CH3:33])[C:22]4[C:27]([C:28]=3[OH:29])=[CH:26][CH:25]=[CH:24][CH:23]=4)=[N:15][S:16](=[O:18])(=[O:17])[C:11]=2[CH:10]=1.N1C=CC=CC=1. Product: [OH:29][C:28]1[C:27]2[C:22](=[CH:23][CH:24]=[CH:25][CH:26]=2)[C@@:21]([CH3:35])([CH2:30][CH2:31][CH:32]([CH3:34])[CH3:33])[C:20](=[O:36])[C:19]=1[C:14]1[NH:13][C:12]2[CH:37]=[CH:38][C:9]([NH:8][S:3]([CH2:1][CH3:2])(=[O:5])=[O:4])=[CH:10][C:11]=2[S:16](=[O:18])(=[O:17])[N:15]=1. The catalyst class is: 21. (2) Reactant: C(OC(=O)[NH:7][C@H:8]1[CH2:13][CH2:12][CH2:11][CH2:10][C@H:9]1[NH:14][C:15]1[N:16]=[CH:17][C:18]2[C:24]([CH:25]([F:27])[F:26])=[N:23][CH:22]=[C:21]([C:28]3[CH:29]=[N:30][N:31]([CH3:33])[CH:32]=3)[C:19]=2[N:20]=1)(C)(C)C.Cl. Product: [F:27][CH:25]([F:26])[C:24]1[C:18]2[CH:17]=[N:16][C:15]([NH:14][C@@H:9]3[CH2:10][CH2:11][CH2:12][CH2:13][C@@H:8]3[NH2:7])=[N:20][C:19]=2[C:21]([C:28]2[CH:29]=[N:30][N:31]([CH3:33])[CH:32]=2)=[CH:22][N:23]=1. The catalyst class is: 413. (3) Reactant: [Br:1][C:2]1[CH:10]=[CH:9][C:5]([C:6](O)=[O:7])=[CH:4][N:3]=1.C(N1C=CN=C1)([N:13]1C=CN=C1)=O.N.O. Product: [Br:1][C:2]1[CH:10]=[CH:9][C:5]([C:6]([NH2:13])=[O:7])=[CH:4][N:3]=1. The catalyst class is: 16.